Dataset: Full USPTO retrosynthesis dataset with 1.9M reactions from patents (1976-2016). Task: Predict the reactants needed to synthesize the given product. (1) Given the product [C:1]([N:4]1[C:13]2[C:8](=[CH:9][C:10]([B:24]3[O:28][C:27]([CH3:30])([CH3:29])[C:26]([CH3:32])([CH3:31])[O:25]3)=[CH:11][CH:12]=2)[C@H:7]([NH:15][C:16](=[O:22])[O:17][C:18]([CH3:21])([CH3:20])[CH3:19])[CH2:6][C@@H:5]1[CH3:23])(=[O:3])[CH3:2], predict the reactants needed to synthesize it. The reactants are: [C:1]([N:4]1[C:13]2[C:8](=[CH:9][C:10](Br)=[CH:11][CH:12]=2)[C@H:7]([NH:15][C:16](=[O:22])[O:17][C:18]([CH3:21])([CH3:20])[CH3:19])[CH2:6][C@@H:5]1[CH3:23])(=[O:3])[CH3:2].[B:24]1([B:24]2[O:28][C:27]([CH3:30])([CH3:29])[C:26]([CH3:32])([CH3:31])[O:25]2)[O:28][C:27]([CH3:30])([CH3:29])[C:26]([CH3:32])([CH3:31])[O:25]1.C([O-])(=O)C.[K+]. (2) Given the product [C:6]([O:5][C:3](=[O:4])[CH2:2][N:26]1[C:27](=[O:29])[CH2:28][CH:23]([C:19]2[CH:20]=[CH:21][CH:22]=[C:17]([Cl:16])[CH:18]=2)[C:24]([C:31]([O:33][CH3:34])=[O:32])=[C:25]1[CH3:30])([CH3:9])([CH3:8])[CH3:7], predict the reactants needed to synthesize it. The reactants are: Br[CH2:2][C:3]([O:5][C:6]([CH3:9])([CH3:8])[CH3:7])=[O:4].C(=O)([O-])[O-].[K+].[K+].[Cl:16][C:17]1[CH:18]=[C:19]([CH:23]2[CH2:28][C:27](=[O:29])[NH:26][C:25]([CH3:30])=[C:24]2[C:31]([O:33][CH3:34])=[O:32])[CH:20]=[CH:21][CH:22]=1.